Dataset: Experimentally validated miRNA-target interactions with 360,000+ pairs, plus equal number of negative samples. Task: Binary Classification. Given a miRNA mature sequence and a target amino acid sequence, predict their likelihood of interaction. (1) The miRNA is ath-miR164b-5p with sequence UGGAGAAGCAGGGCACGUGCA. Result: 0 (no interaction). The protein sequence of the target gene is MWWRVLSLLAWFPLQEASLTNHTETITVEEGQTLTLKCVTSLRKNSSLQWLTPSGFTIFLNEYPALKNSKYQLLHHSANQLSITVPNVTLQDEGVYKCLHYSDSVSTKEVKVIVLATPFKPILEASVIRKQNGEEHVVLMCSTMRSKPPPQITWLLGNSMEVSGGTLHEFETDGKKCNTTSTLIIHTYGKNSTVDCIIRHRGLQGRKLVAPFRFEDLVTDEETASDALERNSLSSQDPQQPTSTVSVTEDSSTSEIDKEEKEQTTQDPDLTTEANPQYLGLARKKSGILLLTLVSFLIFI.... (2) The miRNA is hsa-miR-4307 with sequence AAUGUUUUUUCCUGUUUCC. The protein sequence of the target gene is MAAPPEPGEPEERKSLKLLGFLDVENTPCARHSILYGSLGSVVAGFGHFLFTSRIRRSCDVGVGGFILVTLGCWFHCRYNYAKQRIQERIAREEIKKKILYEGTHLDPERKHNGSSSN. Result: 1 (interaction). (3) The miRNA is hsa-miR-18a-3p with sequence ACUGCCCUAAGUGCUCCUUCUGG. The protein sequence of the target gene is MAERPEDLNLPNAVITRIIKEALPDGVNISKEARSAISRAASVFVLYATSCANNFAMKGKRKTLNASDVLSAMEEMEFQRFVTPLKEALEAYRREQKGKKEASEQKKKDKDKKTDSEEQDKSRDEDNDEDEERLEEEEQNEEEEVDN. Result: 1 (interaction). (4) The miRNA is hsa-miR-6511a-3p with sequence CCUCACCAUCCCUUCUGCCUGC. The protein sequence of the target gene is MRGAARLGRPGRSCLPGARGLRAPPPPPLLLLLALLPLLPAPGAAAAPAPRPPELQSASAGPSVSLYLSEDEVRRLIGLDAELYYVRNDLISHYALSFSLLVPSETNFLHFTWHAKSKVEYKLGFQVDNVLAMDMPQVNISVQGEVPRTLSVFRVELSCTGKVDSEVMILMQLNLTVNSSKNFTVLNFKRRKMCYKKLEEVKTSALDKNTSRTIYDPVHAAPTTSTRVFYISVGVCCAVIFLVAIILAVLHLHSMKRIELDDSISASSSSQGLSQPSTQTTQYLRADTPNNATPITSYPT.... Result: 0 (no interaction). (5) The miRNA is hsa-miR-4719 with sequence UCACAAAUCUAUAAUAUGCAGG. The protein sequence of the target gene is MSSYLEYVSCSSSGGVGGDVLSLAPKFCRSDARPVALQPAFPLGNGDGAFVSCLPLAAARPSPSPPAAPARPSVPPPAAPQYAQCTLEGAYEPGAAPAAAAGGADYGFLGSGPAYDFPGVLGRAADDGGSHVHYATSAVFSGGGSFLLSGQVDYAAFGEPGPFPACLKASADGHPGAFQTASPAPGTYPKSVSPASGLPAAFSTFEWMKVKRNASKKGKLAEYGAASPSSAIRTNFSTKQLTELEKEFHFNKYLTRARRIEIANCLHLNDTQVKIWFQNRRMKQKKREREGLLATAIPVA.... Result: 1 (interaction).